From a dataset of Catalyst prediction with 721,799 reactions and 888 catalyst types from USPTO. Predict which catalyst facilitates the given reaction. Reactant: [OH:1][CH:2]([CH:6]1[CH2:10][CH2:9][N:8]([C:11]2[CH:16]=[CH:15][CH:14]=[CH:13][CH:12]=2)[C:7]1=[O:17])/[CH:3]=[CH:4]/[CH3:5].CC(OI1(OC(C)=O)(OC(C)=O)OC(=O)C2C=CC=CC1=2)=[O:20]. Product: [C:2]([C:6]1([OH:20])[CH2:10][CH2:9][N:8]([C:11]2[CH:12]=[CH:13][CH:14]=[CH:15][CH:16]=2)[C:7]1=[O:17])(=[O:1])/[CH:3]=[CH:4]/[CH3:5]. The catalyst class is: 4.